This data is from Reaction yield outcomes from USPTO patents with 853,638 reactions. The task is: Predict the reaction yield, written as a fraction of the theoretical maximum amount of product (1.0 means a 100% yield; for example, 0.34 means a 34% yield). (1) The reactants are O.[OH-].[Li+].[F:4][C:5]1[CH:10]=[C:9]([F:11])[C:8]([F:12])=[CH:7][C:6]=1[NH:13][C:14]1[O:18][C:17]([C:19]([NH:21][C:22]2[CH:39]=[CH:38][C:25]([O:26][C@@H:27]3[CH2:32][CH2:31][C@H:30]([C:33]([O:35]CC)=[O:34])[CH2:29][CH2:28]3)=[CH:24][CH:23]=2)=[O:20])=[N:16][N:15]=1.O.CO. The catalyst is C1COCC1. The product is [F:4][C:5]1[CH:10]=[C:9]([F:11])[C:8]([F:12])=[CH:7][C:6]=1[NH:13][C:14]1[O:18][C:17]([C:19]([NH:21][C:22]2[CH:23]=[CH:24][C:25]([O:26][C@@H:27]3[CH2:28][CH2:29][C@H:30]([C:33]([OH:35])=[O:34])[CH2:31][CH2:32]3)=[CH:38][CH:39]=2)=[O:20])=[N:16][N:15]=1. The yield is 0.560. (2) The reactants are [Cl:1][C:2]1[CH:10]=[CH:9][CH:8]=[C:7]2[C:3]=1[C:4]([C:11](=[O:16])[C:12]([F:15])([F:14])[F:13])=[CH:5][NH:6]2.FC(F)(F)S(O[CH2:23][C:24]([F:27])([F:26])[F:25])(=O)=O.C([O-])([O-])=O.[K+].[K+]. The catalyst is CN(C=O)C. The product is [Cl:1][C:2]1[CH:10]=[CH:9][CH:8]=[C:7]2[C:3]=1[C:4]([C:11](=[O:16])[C:12]([F:14])([F:15])[F:13])=[CH:5][N:6]2[CH2:23][C:24]([F:27])([F:26])[F:25]. The yield is 0.900. (3) No catalyst specified. The reactants are [N:1]1[CH:6]=[CH:5][C:4]([N:7]2[CH:11]=[CH:10][C:9]([C:12]([OH:14])=O)=[N:8]2)=[CH:3][CH:2]=1.[NH2:15][C@@H:16]([CH3:33])[CH2:17][N:18]1[CH:22]=[CH:21][C:20]([C:23]2[CH:30]=[C:29]([F:31])[C:26]([C:27]#[N:28])=[C:25]([Cl:32])[CH:24]=2)=[N:19]1. The product is [Cl:32][C:25]1[CH:24]=[C:23]([C:20]2[CH:21]=[CH:22][N:18]([CH2:17][C@@H:16]([NH:15][C:12]([C:9]3[CH:10]=[CH:11][N:7]([C:4]4[CH:3]=[CH:2][N:1]=[CH:6][CH:5]=4)[N:8]=3)=[O:14])[CH3:33])[N:19]=2)[CH:30]=[C:29]([F:31])[C:26]=1[C:27]#[N:28]. The yield is 0.737. (4) The reactants are Cl[CH:2]([CH:14]1[CH2:19][CH2:18][CH2:17][CH2:16][CH2:15]1)[C:3]1[O:4][C:5]2[CH:12]=[CH:11][C:10]([F:13])=[CH:9][C:6]=2[C:7]=1[CH3:8].[NH2:20][C:21]1[CH:30]=[CH:29][C:24]([C:25]([O:27]C)=[O:26])=[CH:23][CH:22]=1.[I-].[Na+].C(=O)([O-])[O-].[Na+].[Na+].Cl.[OH-].[Na+]. The catalyst is C(O)C.O1CCCC1.CN(C)C=O. The product is [CH:14]1([CH:2]([NH:20][C:21]2[CH:30]=[CH:29][C:24]([C:25]([OH:27])=[O:26])=[CH:23][CH:22]=2)[C:3]2[O:4][C:5]3[CH:12]=[CH:11][C:10]([F:13])=[CH:9][C:6]=3[C:7]=2[CH3:8])[CH2:19][CH2:18][CH2:17][CH2:16][CH2:15]1. The yield is 0.540. (5) The reactants are [O:1]([C:8]1[CH:14]=[CH:13][CH:12]=[CH:11][C:9]=1[NH2:10])[C:2]1[CH:7]=[CH:6][CH:5]=[CH:4][CH:3]=1.P(=O)(O)(O)O.[N+]([O-])(O)=O.[N:24]([O-])=O.[Na+].C([O-])(=O)C.[K+].[C:33]([CH2:36][C:37](=[O:39])[CH3:38])(=[O:35])[CH3:34]. The catalyst is O.C(O)C. The product is [O:1]([C:8]1[CH:14]=[CH:13][CH:12]=[CH:11][C:9]=1[NH:10][N:24]=[C:36]([C:37](=[O:39])[CH3:38])[C:33](=[O:35])[CH3:34])[C:2]1[CH:3]=[CH:4][CH:5]=[CH:6][CH:7]=1. The yield is 0.310. (6) The reactants are [OH-].[Li+].[F:3][C:4]1[CH:9]=[CH:8][C:7]([C:10]2[O:11][C:12]3[C:13](=[C:15]([C:19]([O:21]C)=[O:20])[CH:16]=[CH:17][CH:18]=3)[N:14]=2)=[CH:6][CH:5]=1. No catalyst specified. The product is [F:3][C:4]1[CH:5]=[CH:6][C:7]([C:10]2[O:11][C:12]3[C:13](=[C:15]([C:19]([OH:21])=[O:20])[CH:16]=[CH:17][CH:18]=3)[N:14]=2)=[CH:8][CH:9]=1. The yield is 0.600. (7) The product is [N:1]1[CH:6]=[CH:5][C:4]([C:7]2[N:11]=[C:10]([CH2:12][NH:13][C:14]([C:16]3[CH:25]=[CH:24][C:19]([C:20]([OH:22])=[O:21])=[CH:18][CH:17]=3)=[O:15])[NH:9][N:8]=2)=[CH:3][CH:2]=1. The reactants are [N:1]1[CH:6]=[CH:5][C:4]([C:7]2[N:11]=[C:10]([CH2:12][NH:13][C:14]([C:16]3[CH:25]=[CH:24][C:19]([C:20]([O:22]C)=[O:21])=[CH:18][CH:17]=3)=[O:15])[NH:9][N:8]=2)=[CH:3][CH:2]=1.[Li+].[OH-]. The yield is 0.850. The catalyst is C1COCC1. (8) The reactants are [Cl:1][C:2]1[O:12][C:5]2=[C:6]([NH2:11])[N:7]=[CH:8][C:9]([I:10])=[C:4]2[CH:3]=1.I[CH2:14][CH3:15]. No catalyst specified. The product is [Cl:1][C:2]1[O:12][C:5]2=[C:6]([NH:11][CH2:14][CH3:15])[N:7]=[CH:8][C:9]([I:10])=[C:4]2[CH:3]=1. The yield is 0.450.